From a dataset of Reaction yield outcomes from USPTO patents with 853,638 reactions. Predict the reaction yield, written as a fraction of the theoretical maximum amount of product (1.0 means a 100% yield; for example, 0.34 means a 34% yield). The reactants are C[Si](C)(C)[N:3]1[CH:6]([C:7]2[CH:12]=[CH:11][CH:10]=[CH:9][CH:8]=2)[CH:5]([O:13][Si](C)(C)C)[C:4]1=[O:18].C(N(CC)CC)C.C(OCC)(=O)C. The catalyst is CO.C[Si](C)(C)Cl. The product is [OH:13][C@H:5]1[C@@H:6]([C:7]2[CH:12]=[CH:11][CH:10]=[CH:9][CH:8]=2)[NH:3][C:4]1=[O:18]. The yield is 0.940.